Dataset: Reaction yield outcomes from USPTO patents with 853,638 reactions. Task: Predict the reaction yield, written as a fraction of the theoretical maximum amount of product (1.0 means a 100% yield; for example, 0.34 means a 34% yield). (1) The reactants are Br[CH2:2][C:3]1[CH:12]=[CH:11][C:6]([C:7]([O:9][CH3:10])=[O:8])=[CH:5][C:4]=1[O:13][CH3:14].C(=O)([O-])[OH:16].[Na+].O. The catalyst is CS(C)=O. The product is [CH:2]([C:3]1[CH:12]=[CH:11][C:6]([C:7]([O:9][CH3:10])=[O:8])=[CH:5][C:4]=1[O:13][CH3:14])=[O:16]. The yield is 0.390. (2) The reactants are [CH2:1]([N:8]1[CH2:11][C:10]([C:17](OCC)=[O:18])([C:12](OCC)=[O:13])[CH2:9]1)[C:2]1[CH:7]=[CH:6][CH:5]=[CH:4][CH:3]=1.[BH4-].[Na+].C(Cl)Cl. The catalyst is CO.[Cl-].[Na+].O. The product is [CH2:1]([N:8]1[CH2:11][C:10]([CH2:12][OH:13])([CH2:17][OH:18])[CH2:9]1)[C:2]1[CH:3]=[CH:4][CH:5]=[CH:6][CH:7]=1. The yield is 0.680. (3) The reactants are [C:1]1([C@H:7]([CH3:18])[CH2:8]C2C=CC(C(Cl)=O)=CC=2)[CH:6]=[CH:5][CH:4]=[CH:3][CH:2]=1.[C:19]1([CH3:25])[CH:24]=[CH:23][CH:22]=[CH:21][CH:20]=1.[OH:26][C@H:27]1[CH2:32][CH2:31][C@H:30]([CH2:33][CH2:34][CH3:35])[CH2:29][CH2:28]1.N1C=CC=CC=1.[OH2:42]. No catalyst specified. The product is [CH2:33]([C@H:30]1[CH2:31][CH2:32][C@H:27]([O:26][C:25]([C:19]2[CH:24]=[CH:23][CH:22]=[CH:21][C:20]=2[CH2:8][C@H:7]([C:1]2[CH:6]=[CH:5][CH:4]=[CH:3][CH:2]=2)[CH3:18])=[O:42])[CH2:28][CH2:29]1)[CH2:34][CH3:35]. The yield is 0.750. (4) The reactants are [CH3:1][CH:2]1[CH2:7][CH2:6][N:5]([C:8]2[CH:9]=[C:10]([C:17]#[C:18][CH2:19]O)[CH:11]=[CH:12][C:13]=2[N+:14]([O-:16])=[O:15])[CH2:4][CH2:3]1.[CH2:21]([N:23](CC)[CH2:24]C)[CH3:22].CS(Cl)(=O)=O.O. The catalyst is C(Cl)Cl.C(NC)C. The product is [CH2:21]([N:23]([CH3:24])[CH2:19][C:18]#[C:17][C:10]1[CH:11]=[CH:12][C:13]([N+:14]([O-:16])=[O:15])=[C:8]([N:5]2[CH2:6][CH2:7][CH:2]([CH3:1])[CH2:3][CH2:4]2)[CH:9]=1)[CH3:22]. The yield is 1.00.